Dataset: Forward reaction prediction with 1.9M reactions from USPTO patents (1976-2016). Task: Predict the product of the given reaction. Given the reactants [Br:1][C:2]1[CH:17]=[C:16]([Cl:18])[CH:15]=[CH:14][C:3]=1[CH2:4][O:5][C:6]1[CH:11]=[C:10](Cl)[N:9]=[C:8]([NH2:13])[N:7]=1.[CH2:19]1[C:23]2([CH2:28][CH2:27][NH:26][CH2:25][CH2:24]2)[CH2:22][C@@H:21]([C:29]([O:31][CH2:32][CH3:33])=[O:30])[N:20]1[C:34]([O:36][CH2:37][C:38]1[CH:43]=[CH:42][CH:41]=[CH:40][CH:39]=1)=[O:35].C([O-])(O)=O.[Na+], predict the reaction product. The product is: [NH2:13][C:8]1[N:9]=[C:10]([N:26]2[CH2:25][CH2:24][C:23]3([CH2:19][N:20]([C:34]([O:36][CH2:37][C:38]4[CH:39]=[CH:40][CH:41]=[CH:42][CH:43]=4)=[O:35])[C@H:21]([C:29]([O:31][CH2:32][CH3:33])=[O:30])[CH2:22]3)[CH2:28][CH2:27]2)[CH:11]=[C:6]([O:5][CH2:4][C:3]2[CH:14]=[CH:15][C:16]([Cl:18])=[CH:17][C:2]=2[Br:1])[N:7]=1.